Task: Predict the reaction yield, written as a fraction of the theoretical maximum amount of product (1.0 means a 100% yield; for example, 0.34 means a 34% yield).. Dataset: Reaction yield outcomes from USPTO patents with 853,638 reactions (1) The reactants are [C:1]1([S:7]([N:10]2[C:14]3=[N:15][CH:16]=[C:17]([Cl:19])[CH:18]=[C:13]3[C:12]([CH2:20][C:21]3[S:25][C:24]([NH2:26])=[N:23][C:22]=3[Cl:27])=[CH:11]2)(=[O:9])=[O:8])[CH:6]=[CH:5][CH:4]=[CH:3][CH:2]=1.[F:28][C:29]1[CH:30]=[C:31]([CH:35]=O)[CH:32]=[N:33][CH:34]=1.C([BH3-])#N.C(=O)([O-])[O-].[K+].[K+]. The catalyst is C(O)C.C(O)(=O)C. The product is [C:1]1([S:7]([N:10]2[C:14]3=[N:15][CH:16]=[C:17]([Cl:19])[CH:18]=[C:13]3[C:12]([CH2:20][C:21]3[S:25][C:24]([NH:26][CH2:35][C:31]4[CH:32]=[N:33][CH:34]=[C:29]([F:28])[CH:30]=4)=[N:23][C:22]=3[Cl:27])=[CH:11]2)(=[O:9])=[O:8])[CH:2]=[CH:3][CH:4]=[CH:5][CH:6]=1. The yield is 0.480. (2) The yield is 0.964. The catalyst is C1C=CC=CC=1.[Pd]. The reactants are [N+:1]([C:4]1[CH:5]=[CH:6][CH:7]=[C:8]2[C:12]=1[C:11](=[O:13])[N:10]([C:14]1[CH:19]=[CH:18][CH:17]=[CH:16][CH:15]=1)[CH2:9]2)([O-])=O. The product is [NH2:1][C:4]1[CH:5]=[CH:6][CH:7]=[C:8]2[C:12]=1[C:11](=[O:13])[N:10]([C:14]1[CH:15]=[CH:16][CH:17]=[CH:18][CH:19]=1)[CH2:9]2. (3) The reactants are OS(O)(=O)=O.[NH2:6][C:7]1[N:15]=[CH:14][CH:13]=[CH:12][C:8]=1[C:9]([OH:11])=[O:10].[CH3:16]O. No catalyst specified. The product is [NH2:6][C:7]1[N:15]=[CH:14][CH:13]=[CH:12][C:8]=1[C:9]([O:11][CH3:16])=[O:10]. The yield is 0.710. (4) The reactants are [Br:1]Br.[OH-].[Na+].[N+:5]([C:8]1[CH:9]=[C:10]2[C:14](=[CH:15][CH:16]=1)[NH:13][N:12]=[CH:11]2)([O-:7])=[O:6].S([O-])(O)=O.[Na+]. The catalyst is O1CCOCC1. The product is [Br:1][C:11]1[C:10]2[C:14](=[CH:15][CH:16]=[C:8]([N+:5]([O-:7])=[O:6])[CH:9]=2)[NH:13][N:12]=1. The yield is 0.190. (5) The reactants are [Se](=O)=O.O.[CH3:5][C:6]([C:8]1[CH:13]=[CH:12][CH:11]=[C:10]([N+:14]([O-:16])=[O:15])[CH:9]=1)=[O:7].CC[O:19]C(C)=O. The catalyst is O1CCOCC1. The product is [N+:14]([C:10]1[CH:9]=[C:8]([C:6](=[O:7])[CH:5]=[O:19])[CH:13]=[CH:12][CH:11]=1)([O-:16])=[O:15]. The yield is 0.760. (6) The catalyst is ClCCCl.[I-].[Zn+2].[I-]. The product is [N:18]1([CH2:23][C:24]2([C:30]3[CH:35]=[CH:34][C:33]([F:36])=[CH:32][C:31]=3[F:37])[O:28][CH2:27][CH:26]([S:29][CH2:2][C:3]3[CH:8]=[CH:7][C:6]([N:9]4[CH2:14][CH2:13][N:12]([C:15](=[O:17])[CH3:16])[CH2:11][CH2:10]4)=[CH:5][CH:4]=3)[CH2:25]2)[CH:22]=[N:21][CH:20]=[N:19]1. The reactants are O[CH2:2][C:3]1[CH:8]=[CH:7][C:6]([N:9]2[CH2:14][CH2:13][N:12]([C:15](=[O:17])[CH3:16])[CH2:11][CH2:10]2)=[CH:5][CH:4]=1.[N:18]1([CH2:23][C:24]2([C:30]3[CH:35]=[CH:34][C:33]([F:36])=[CH:32][C:31]=3[F:37])[O:28][CH2:27][CH:26]([SH:29])[CH2:25]2)[CH:22]=[N:21][CH:20]=[N:19]1. The yield is 0.910. (7) The product is [N:1]1([CH2:6][C:7]2[CH:8]=[C:9]([C:13]3[O:14][C:15]4[C:21]([C:22]([NH2:27])=[O:24])=[CH:20][CH:19]=[CH:18][C:16]=4[N:17]=3)[CH:10]=[CH:11][CH:12]=2)[CH2:2][CH2:3][CH2:4][CH2:5]1. The yield is 0.220. The reactants are [N:1]1([CH2:6][C:7]2[CH:8]=[C:9]([C:13]3[O:14][C:15]4[C:21]([C:22]([O:24]C)=O)=[CH:20][CH:19]=[CH:18][C:16]=4[N:17]=3)[CH:10]=[CH:11][CH:12]=2)[CH2:5][CH2:4][CH2:3][CH2:2]1.O.[NH4+:27]. The catalyst is C(O)C. (8) The product is [CH3:61][O:60][C:58](=[O:59])[NH:57][CH:50]([CH:51]1[CH2:56][CH2:55][O:54][CH2:53][CH2:52]1)[C:49]([N:43]1[CH2:44][C:45]([F:47])([F:48])[CH2:46][CH:42]1[C:39]1[NH:38][C:37]([C:34]2[CH:35]=[CH:36][C:31]([C:26]3[CH:25]=[CH:24][C:23]4[C:28](=[CH:29][CH:30]=[C:21]([C:18]5[NH:17][C:16]([CH:12]6[CH2:13][CH2:14][CH2:15][N:11]6[C:9](=[O:10])[CH:74]([NH:73][C:71]([O:70][CH3:69])=[O:72])[C:78]6[CH:83]=[CH:82][CH:81]=[CH:80][CH:79]=6)=[N:20][CH:19]=5)[CH:22]=4)[CH:27]=3)=[CH:32][CH:33]=2)=[CH:41][N:40]=1)=[O:62]. The reactants are C(O[C:9]([N:11]1[CH2:15][CH2:14][CH2:13][CH:12]1[C:16]1[NH:17][C:18]([C:21]2[CH:30]=[CH:29][C:28]3[C:23](=[CH:24][CH:25]=[C:26]([C:31]4[CH:36]=[CH:35][C:34]([C:37]5[NH:38][C:39]([CH:42]6[CH2:46][C:45]([F:48])([F:47])[CH2:44][N:43]6[C:49](=[O:62])[CH:50]([NH:57][C:58]([O:60][CH3:61])=[O:59])[CH:51]6[CH2:56][CH2:55][O:54][CH2:53][CH2:52]6)=[N:40][CH:41]=5)=[CH:33][CH:32]=4)[CH:27]=3)[CH:22]=2)=[CH:19][N:20]=1)=[O:10])C1C=CC=CC=1.C(=O)([O-])[O-].[K+].[K+].[CH3:69][O:70][C:71]([NH:73][CH:74]([C:78]1[CH:83]=[CH:82][CH:81]=[CH:80][CH:79]=1)C(O)=O)=[O:72].P([O-])([O-])([O-])=O.[K+].[K+].[K+].CCOC(C(C#N)=NOC(N1CCOCC1)=[N+](C)C)=O.F[P-](F)(F)(F)(F)F. The yield is 0.170. The catalyst is CCO.[Pd].C(Cl)Cl. (9) The reactants are [CH3:1][O:2][C:3]1[CH:4]=[C:5]2[C:10](=[CH:11][CH:12]=1)[C:9](=[O:13])[NH:8][CH:7]=[CH:6]2.C1C(=O)N([Br:21])C(=O)C1. The yield is 0.552. The product is [Br:21][C:6]1[C:5]2[C:10](=[CH:11][CH:12]=[C:3]([O:2][CH3:1])[CH:4]=2)[C:9](=[O:13])[NH:8][CH:7]=1. The catalyst is C(#N)C.